This data is from Forward reaction prediction with 1.9M reactions from USPTO patents (1976-2016). The task is: Predict the product of the given reaction. (1) Given the reactants [CH2:1]([C:3]1[N:4]([CH2:9][CH2:10][NH2:11])[CH:5]=[C:6]([I:8])[N:7]=1)[CH3:2].[F:12][C:13]1[CH:22]=[CH:21][C:16]([O:17][CH2:18][CH:19]=O)=[CH:15][C:14]=1[C:23]([F:26])([F:25])[F:24], predict the reaction product. The product is: [CH2:1]([C:3]1[N:4]2[CH2:9][CH2:10][NH:11][CH:19]([CH2:18][O:17][C:16]3[CH:21]=[CH:22][C:13]([F:12])=[C:14]([C:23]([F:26])([F:24])[F:25])[CH:15]=3)[C:5]2=[C:6]([I:8])[N:7]=1)[CH3:2]. (2) Given the reactants [N:1]([CH2:4][Si:5]([O:8][CH3:9])([CH3:7])[CH3:6])=[C:2]=[O:3].[C:10]1(=[O:17])[NH:16][CH2:15][CH2:14][CH2:13][CH2:12][CH2:11]1, predict the reaction product. The product is: [CH3:9][O:8][Si:5]([CH2:4][NH:1][C:2]([N:16]1[CH2:15][CH2:14][CH2:13][CH2:12][CH2:11][C:10]1=[O:17])=[O:3])([CH3:7])[CH3:6].